This data is from Forward reaction prediction with 1.9M reactions from USPTO patents (1976-2016). The task is: Predict the product of the given reaction. (1) Given the reactants [Br:1][C:2]1[CH:7]=[C:6]([N:8]([CH2:14][O:15][CH3:16])[C:9]2[S:10][CH:11]=[CH:12][N:13]=2)[N:5]=[C:4]([CH2:17][OH:18])[CH:3]=1.N1C=CN=C1.[Si:24](Cl)([C:27]([CH3:30])([CH3:29])[CH3:28])([CH3:26])[CH3:25], predict the reaction product. The product is: [Br:1][C:2]1[CH:3]=[C:4]([CH2:17][O:18][Si:24]([C:27]([CH3:30])([CH3:29])[CH3:28])([CH3:26])[CH3:25])[N:5]=[C:6]([N:8]([CH2:14][O:15][CH3:16])[C:9]2[S:10][CH:11]=[CH:12][N:13]=2)[CH:7]=1. (2) Given the reactants C(OC([O:8][NH:9][C:10]([C:12]1[CH:13]=[N:14][C:15]([N:18]2[CH2:23][CH:22]3[CH:20]([CH:21]3[N:24]([C:36](=[O:44])[CH2:37][CH2:38][N:39]([CH2:42][CH3:43])[CH2:40][CH3:41])[CH2:25][C:26]3[CH:35]=[CH:34][C:33]4[C:28](=[CH:29][CH:30]=[CH:31][CH:32]=4)[CH:27]=3)[CH2:19]2)=[N:16][CH:17]=1)=[O:11])C)C(C)C.Cl.O1CCOCC1, predict the reaction product. The product is: [OH:8][NH:9][C:10]([C:12]1[CH:13]=[N:14][C:15]([N:18]2[CH2:23][CH:22]3[CH:20]([CH:21]3[N:24]([C:36](=[O:44])[CH2:37][CH2:38][N:39]([CH2:42][CH3:43])[CH2:40][CH3:41])[CH2:25][C:26]3[CH:35]=[CH:34][C:33]4[C:28](=[CH:29][CH:30]=[CH:31][CH:32]=4)[CH:27]=3)[CH2:19]2)=[N:16][CH:17]=1)=[O:11]. (3) Given the reactants [NH2:1][C:2]1[CH:24]=[CH:23][C:5]([CH2:6][C:7]2[N:17]([CH2:18][C:19]([CH3:22])([CH3:21])[CH3:20])[C:10]3[N:11]=[C:12]([C:15]#[N:16])[N:13]=[CH:14][C:9]=3[CH:8]=2)=[CH:4][CH:3]=1.CO[CH:27]1[CH2:31][CH2:30][CH:29](OC)O1, predict the reaction product. The product is: [CH3:22][C:19]([CH3:21])([CH3:20])[CH2:18][N:17]1[C:10]2[N:11]=[C:12]([C:15]#[N:16])[N:13]=[CH:14][C:9]=2[CH:8]=[C:7]1[CH2:6][C:5]1[CH:4]=[CH:3][C:2]([N:1]2[CH:27]=[CH:31][CH:30]=[CH:29]2)=[CH:24][CH:23]=1. (4) Given the reactants [C:1]1(C=O)[C:14]2[C:15]3=[C:16]4[C:11](=[CH:12][CH:13]=2)[CH:10]=[CH:9][CH:8]=[C:7]4[CH:6]=[CH:5][C:4]3=[CH:3][CH:2]=1.C(CC(O)=O)#N.C(N(CC)CC)C, predict the reaction product. The product is: [CH:8]1[C:7]2[C:16]3=[C:15]4[C:4](=[CH:5][CH:6]=2)[CH:3]=[CH:2][CH:1]=[C:14]4[CH:13]=[CH:12][C:11]3=[CH:10][CH:9]=1. (5) The product is: [CH3:15][NH:17][C:18]1[CH:23]=[CH:22][CH:21]=[C:20]([NH2:24])[C:19]=1[NH2:25]. Given the reactants [N+](C1C=CC=C([N+]([O-])=O)C=1NC)([O-])=O.[CH2:15]([NH:17][C:18]1[CH:23]=[CH:22][CH:21]=[C:20]([NH2:24])[C:19]=1[NH2:25])C, predict the reaction product. (6) The product is: [Cl:45][C:8]1[N:13]=[C:12]([NH:14][C:15]2[CH:16]=[CH:17][C:18]([C:26]([F:29])([F:28])[F:27])=[C:19]([NH:21][C:22](=[O:25])[O:23][CH3:24])[CH:20]=2)[CH:11]=[N:10][CH:9]=1.[CH3:1][C:2]1[NH:6][N:5]=[C:4]([NH:7][C:8]2[N:13]=[C:12]([NH:14][C:15]3[CH:16]=[CH:17][C:18]([C:26]([F:29])([F:27])[F:28])=[C:19]([NH:21][C:22](=[O:25])[O:23][CH3:24])[CH:20]=3)[CH:11]=[N:10][CH:9]=2)[CH:3]=1. Given the reactants [CH3:1][C:2]1[NH:6][N:5]=[C:4]([NH:7][C:8]2[N:13]=[C:12]([NH:14][C:15]3[CH:16]=[CH:17][C:18]([C:26]([F:29])([F:28])[F:27])=[C:19]([NH:21][C:22](=[O:25])[O:23][CH3:24])[CH:20]=3)[CH:11]=[N:10][CH:9]=2)[CH:3]=1.BrC1C=CC(C(F)(F)F)=C(NC(=O)[O-])C=1.[Cl:45]C1N=C(N)C=NC=1, predict the reaction product. (7) Given the reactants [Cl:1][C:2]1[CH:3]=[CH:4][C:5]([N:29]2[CH:33]=[N:32][N:31]=[N:30]2)=[C:6]([C:8]2[CH:13]=[CH:12][N:11]([CH2:14][C:15]([O:17][CH2:18][C:19]([C:21]3[CH:26]=[CH:25][C:24]([NH2:27])=[CH:23][N:22]=3)=[O:20])=[O:16])[C:10](=[O:28])[CH:9]=2)[CH:7]=1.C(N(C(C)C)CC)(C)C.Cl[C:44]([O:46][CH3:47])=[O:45], predict the reaction product. The product is: [Cl:1][C:2]1[CH:3]=[CH:4][C:5]([N:29]2[CH:33]=[N:32][N:31]=[N:30]2)=[C:6]([C:8]2[CH:13]=[CH:12][N:11]([CH2:14][C:15]([O:17][CH2:18][C:19]([C:21]3[CH:26]=[CH:25][C:24]([NH:27][C:44]([O:46][CH3:47])=[O:45])=[CH:23][N:22]=3)=[O:20])=[O:16])[C:10](=[O:28])[CH:9]=2)[CH:7]=1.